From a dataset of Full USPTO retrosynthesis dataset with 1.9M reactions from patents (1976-2016). Predict the reactants needed to synthesize the given product. Given the product [NH2:21][C:18]1[S:19][CH:20]=[C:16]([CH2:15][CH2:14][O:13][C:12]2[CH:29]=[CH:30][C:9]([NH:8][C:6](=[O:7])[C:5]3[CH:31]=[CH:32][C:2]([CH3:1])=[CH:3][C:4]=3[N:33]3[CH2:38][CH2:37][CH:36]([CH3:39])[CH2:35][CH2:34]3)=[CH:10][CH:11]=2)[N:17]=1, predict the reactants needed to synthesize it. The reactants are: [CH3:1][C:2]1[CH:32]=[CH:31][C:5]([C:6]([NH:8][C:9]2[CH:30]=[CH:29][C:12]([O:13][CH2:14][CH2:15][C:16]3[N:17]=[C:18]([NH:21]C(=O)OC(C)(C)C)[S:19][CH:20]=3)=[CH:11][CH:10]=2)=[O:7])=[C:4]([N:33]2[CH2:38][CH2:37][CH:36]([CH3:39])[CH2:35][CH2:34]2)[CH:3]=1.FC(F)(F)C(O)=O.